Dataset: Catalyst prediction with 721,799 reactions and 888 catalyst types from USPTO. Task: Predict which catalyst facilitates the given reaction. (1) Reactant: [OH:1][CH:2]1[CH2:6][C:5]2([CH2:11][CH2:10][NH:9][CH2:8][CH2:7]2)[CH2:4][CH:3]1[NH:12][C:13](=[O:19])[O:14][C:15]([CH3:18])([CH3:17])[CH3:16].FC(F)(F)S(O[C:26]1[C:35]2[C:30](=[CH:31][CH:32]=[C:33]([O:36][CH3:37])[N:34]=2)[N:29]=[CH:28][CH:27]=1)(=O)=O. Product: [OH:1][C@@H:2]1[CH2:6][C:5]2([CH2:11][CH2:10][N:9]([C:26]3[C:35]4[C:30](=[CH:31][CH:32]=[C:33]([O:36][CH3:37])[N:34]=4)[N:29]=[CH:28][CH:27]=3)[CH2:8][CH2:7]2)[CH2:4][C@@H:3]1[NH:12][C:13](=[O:19])[O:14][C:15]([CH3:16])([CH3:18])[CH3:17]. The catalyst class is: 3. (2) Reactant: [CH3:1][C:2]1[CH:3]=[C:4]([C:8]([C:10]2[CH:11]=[N:12][CH:13]=[CH:14][CH:15]=2)=O)[O:5][C:6]=1[CH3:7].[NH3:16]. Product: [CH3:1][C:2]1[CH:3]=[C:4]([OH:5])[C:8]([C:10]2[CH:11]=[N:12][CH:13]=[CH:14][CH:15]=2)=[N:16][C:6]=1[CH3:7]. The catalyst class is: 5.